This data is from Reaction yield outcomes from USPTO patents with 853,638 reactions. The task is: Predict the reaction yield, written as a fraction of the theoretical maximum amount of product (1.0 means a 100% yield; for example, 0.34 means a 34% yield). The reactants are CS(C)=O.[CH3:5][CH:6]1[CH2:11][NH:10][CH2:9][CH2:8][NH:7]1.[CH:12]1([N:15]2[C:24]3[C:19](=[CH:20][C:21]([F:28])=[C:22](F)[C:23]=3[O:25][CH3:26])[C:18](=[O:29])[C:17]([C:30]([OH:32])=[O:31])=[CH:16]2)[CH2:14][CH2:13]1. The catalyst is O. The product is [CH3:5][CH:6]1[NH:7][CH2:8][CH2:9][N:10]([C:22]2[C:23]([O:25][CH3:26])=[C:24]3[N:15]([CH:12]4[CH2:13][CH2:14]4)[CH:16]=[C:17]([C:30]([OH:32])=[O:31])[C:18](=[O:29])[C:19]3=[CH:20][C:21]=2[F:28])[CH2:11]1. The yield is 0.760.